This data is from Full USPTO retrosynthesis dataset with 1.9M reactions from patents (1976-2016). The task is: Predict the reactants needed to synthesize the given product. (1) Given the product [F:29][C:28]([F:31])([F:30])[CH2:26][OH:41].[F:29][C:28]([F:31])([F:30])[CH2:26][OH:41].[OH2:20], predict the reactants needed to synthesize it. The reactants are: CC1C=CC(C(NC2C=CC(CN3CCN(C)CC3)=[C:26]([C:28]([F:31])([F:30])[F:29])C=2)=[O:20])=CC=1C#CC1N2N=CC=CC2=NC=1.Cl.[O:41]1CCCC1. (2) Given the product [NH:12]1[CH2:11][CH2:10][CH:9]([N:3]2[CH2:4][CH2:5][CH2:6][CH2:7][CH2:8][C:2]2=[O:1])[CH2:14][CH2:13]1, predict the reactants needed to synthesize it. The reactants are: [O:1]=[C:2]1[CH2:8][CH2:7][CH2:6][CH2:5][CH2:4][N:3]1[CH:9]1[CH2:14][CH2:13][N:12](C(OCC2C=CC=CC=2)=O)[CH2:11][CH2:10]1.